Predict which catalyst facilitates the given reaction. From a dataset of Catalyst prediction with 721,799 reactions and 888 catalyst types from USPTO. (1) Reactant: [NH:1]1[C:9]2[C:4](=[N:5][CH:6]=[CH:7][CH:8]=2)[C:3]([C:10]2[CH2:11][CH2:12][N:13](C(OC(C)(C)C)=O)[CH2:14][CH:15]=2)=[CH:2]1.[CH3:23][N:24]([CH3:27])C=O.C[Si]([N-][Si](C)(C)C)(C)C.[Na+].Cl.N1C2[C:43](=[CH:44][CH:45]=[CH:46][CH:47]=2)[CH:42]=[C:41]([S:49](Cl)(=[O:51])=[O:50])C=1.CN(CC)C.N1C2C(=CC=CC=2)C=N1.S(Cl)(Cl)(=O)=O.C(#N)C.I[Si](C)(C)C. Product: [NH:13]1[CH2:14][CH:15]=[C:10]([C:3]2[C:4]3=[N:5][CH:6]=[CH:7][CH:8]=[C:9]3[N:1]([S:49]([C:41]3[CH:23]=[N:24][C:27]4[C:43]([CH:42]=3)=[CH:44][CH:45]=[CH:46][CH:47]=4)(=[O:51])=[O:50])[CH:2]=2)[CH2:11][CH2:12]1. The catalyst class is: 7. (2) The catalyst class is: 48. Reactant: [Br:1][C:2]1[CH:7]=[CH:6][C:5]([OH:8])=[C:4]([CH:9]([O:12][CH3:13])[O:10][CH3:11])[CH:3]=1.C1(P(C2C=CC=CC=2)C2C=CC=CC=2)C=CC=CC=1.O[CH2:34][CH2:35][N:36]([CH3:44])[C:37](=[O:43])[O:38][C:39]([CH3:42])([CH3:41])[CH3:40].N(C(OC(C)C)=O)=NC(OC(C)C)=O. Product: [Br:1][C:2]1[CH:7]=[CH:6][C:5]([O:8][CH2:34][CH2:35][N:36]([CH3:44])[C:37](=[O:43])[O:38][C:39]([CH3:41])([CH3:40])[CH3:42])=[C:4]([CH:9]([O:12][CH3:13])[O:10][CH3:11])[CH:3]=1. (3) Reactant: [N+]([C:4]1[CH:5]=[C:6]([C:12]#[N:13])[C:7](=[CH:10][CH:11]=1)[C:8]#[N:9])([O-])=O.C=CC/C=C\C/C=C\CCCCCCCC1C=C(O)C=CC=1.C([O-])([O-])=O.[K+].[K+]. Product: [C:12](#[N:13])[C:6]1[C:7](=[CH:10][CH:11]=[CH:4][CH:5]=1)[C:8]#[N:9]. The catalyst class is: 3. (4) Reactant: [N+:1]([C:4]1[N:9]=[CH:8][C:7]([N:10]2[CH2:16][CH2:15][CH2:14][O:13][CH2:12][CH2:11]2)=[CH:6][CH:5]=1)([O-])=O. Product: [O:13]1[CH2:14][CH2:15][CH2:16][N:10]([C:7]2[CH:6]=[CH:5][C:4]([NH2:1])=[N:9][CH:8]=2)[CH2:11][CH2:12]1. The catalyst class is: 129. (5) Reactant: [C:1]([C:5]1[CH:13]=[C:12]2[C:8]([CH2:9][CH:10]([CH2:15][CH:16]([CH3:18])[CH3:17])[C:11]2=O)=[C:7]([C:19]2[CH:24]=[CH:23][CH:22]=[CH:21][CH:20]=2)[C:6]=1[O:25][CH3:26])([CH3:4])([CH3:3])[CH3:2].CO.[BH4-].[Na+].Cl. Product: [C:1]([C:5]1[CH:13]=[C:12]2[C:8](=[C:7]([C:19]3[CH:24]=[CH:23][CH:22]=[CH:21][CH:20]=3)[C:6]=1[O:25][CH3:26])[CH2:9][C:10]([CH2:15][CH:16]([CH3:18])[CH3:17])=[CH:11]2)([CH3:4])([CH3:3])[CH3:2]. The catalyst class is: 1. (6) Reactant: Cl[CH:2]1[C:7](=[O:8])[CH2:6][C:5]([CH2:14][CH2:15][C:16]2[CH:21]=[CH:20][C:19]([O:22][CH3:23])=[C:18]([Cl:24])[CH:17]=2)([CH:9]2[CH2:13][CH2:12][CH2:11][CH2:10]2)[O:4][C:3]1=[O:25].[SH:26][C:27]1[N:28]([CH3:36])[C:29]([C:32]([O:34][CH3:35])=[O:33])=[N:30][N:31]=1.O.OC1N=CN=C2C=1NC(S)=N2. Product: [Cl:24][C:18]1[CH:17]=[C:16]([CH2:15][CH2:14][C:5]2([CH:9]3[CH2:13][CH2:12][CH2:11][CH2:10]3)[O:4][C:3](=[O:25])[C:2]([S:26][C:27]3[N:28]([CH3:36])[C:29]([C:32]([O:34][CH3:35])=[O:33])=[N:30][N:31]=3)=[C:7]([OH:8])[CH2:6]2)[CH:21]=[CH:20][C:19]=1[O:22][CH3:23]. The catalyst class is: 6.